From a dataset of Forward reaction prediction with 1.9M reactions from USPTO patents (1976-2016). Predict the product of the given reaction. (1) Given the reactants C[O:2][C:3]1[N:4]=[N:5][C:6]([S:9]([C:12]2[O:13][C:14]3[CH:22]=[CH:21][C:20]([Cl:23])=[CH:19][C:15]=3[C:16]=2[CH2:17][CH3:18])(=[O:11])=[O:10])=[CH:7][CH:8]=1.Cl, predict the reaction product. The product is: [Cl:23][C:20]1[CH:21]=[CH:22][C:14]2[O:13][C:12]([S:9]([C:6]3[CH:7]=[CH:8][C:3](=[O:2])[NH:4][N:5]=3)(=[O:11])=[O:10])=[C:16]([CH2:17][CH3:18])[C:15]=2[CH:19]=1. (2) Given the reactants [Br:1][C:2]1[CH:3]=[N:4][C:5](Cl)=[N:6][CH:7]=1.[C:9]([O:13][C:14]([N:16]1[CH2:21][CH2:20][CH:19]([NH2:22])[CH2:18][CH2:17]1)=[O:15])([CH3:12])([CH3:11])[CH3:10], predict the reaction product. The product is: [C:9]([O:13][C:14]([N:16]1[CH2:21][CH2:20][CH:19]([NH:22][C:5]2[N:4]=[CH:3][C:2]([Br:1])=[CH:7][N:6]=2)[CH2:18][CH2:17]1)=[O:15])([CH3:12])([CH3:10])[CH3:11]. (3) Given the reactants [CH:1]1([N:4]2[C:8]3[C:9]([O:22][C@@H:23]([C@H:25]4[CH2:29][NH:28][C:27](=[O:30])[CH2:26]4)[CH3:24])=[CH:10][C:11](B4OC(C)(C)C(C)(C)O4)=[CH:12][C:7]=3[N:6]=[CH:5]2)[CH2:3][CH2:2]1.Br[C:32]1[N:33]=[C:34]([CH3:38])[N:35]([CH3:37])[CH:36]=1.C([O-])([O-])=O.[Na+].[Na+].N#N, predict the reaction product. The product is: [CH:1]1([N:4]2[C:8]3[C:9]([O:22][C@@H:23]([C@H:25]4[CH2:29][NH:28][C:27](=[O:30])[CH2:26]4)[CH3:24])=[CH:10][C:11]([C:32]4[N:33]=[C:34]([CH3:38])[N:35]([CH3:37])[CH:36]=4)=[CH:12][C:7]=3[N:6]=[CH:5]2)[CH2:3][CH2:2]1. (4) Given the reactants [CH3:1][N:2]1[C:10]2[CH:9]=[C:8]([N:11]3[CH:16]=[CH:15][C:14]([C:17]4[N:18]=[N:19][C:20]([CH3:23])=[CH:21][CH:22]=4)=[CH:13][C:12]3=[O:24])[CH:7]=[CH:6][C:5]=2[C:4]2[CH2:25][NH:26][CH2:27][CH2:28][C:3]1=2.[C:29]1(N)C(F)=C(F)C(F)=C(N)C=1F.[ClH:41].Cl, predict the reaction product. The product is: [ClH:41].[ClH:41].[CH3:29][N:26]1[CH2:27][CH2:28][C:3]2[N:2]([CH3:1])[C:10]3[CH:9]=[C:8]([N:11]4[CH:16]=[CH:15][C:14]([C:17]5[N:18]=[N:19][C:20]([CH3:23])=[CH:21][CH:22]=5)=[CH:13][C:12]4=[O:24])[CH:7]=[CH:6][C:5]=3[C:4]=2[CH2:25]1. (5) Given the reactants [Cl:1][C:2]1[C:7]2=[N:8][CH:9]=[C:10]([O:12][CH2:13][C:14]3[N:15]=[CH:16]O[CH:18]=3)[N:11]=[C:6]2[CH:5]=[CH:4][N:3]=1.ClC1N=C2C=CN=C(Cl)C2=NC=1.[S:31]1C=C(CO)N=C1, predict the reaction product. The product is: [Cl:1][C:2]1[C:7]2=[N:8][CH:9]=[C:10]([O:12][CH2:13][C:14]3[N:15]=[CH:16][S:31][CH:18]=3)[N:11]=[C:6]2[CH:5]=[CH:4][N:3]=1. (6) Given the reactants [CH2:1]([O:8][C:9](=[O:32])[NH:10][C:11]1[CH:12]=[C:13]2[C:18](=[CH:19][C:20]=1[O:21][CH3:22])[N:17]=[CH:16][CH:15]=[C:14]2[O:23][C:24]1[CH:29]=[CH:28][C:27]([NH2:30])=[C:26]([F:31])[CH:25]=1)[C:2]1[CH:7]=[CH:6][CH:5]=[CH:4][CH:3]=1.C1([O:39][C:40](=O)[NH:41][CH:42]2[CH2:44][CH2:43]2)C=CC=CC=1, predict the reaction product. The product is: [CH2:1]([O:8][C:9](=[O:32])[NH:10][C:11]1[CH:12]=[C:13]2[C:18](=[CH:19][C:20]=1[O:21][CH3:22])[N:17]=[CH:16][CH:15]=[C:14]2[O:23][C:24]1[CH:29]=[CH:28][C:27]([NH:30][C:40]([NH:41][CH:42]2[CH2:44][CH2:43]2)=[O:39])=[C:26]([F:31])[CH:25]=1)[C:2]1[CH:7]=[CH:6][CH:5]=[CH:4][CH:3]=1. (7) The product is: [N:14]1[C:15]2[C:10](=[CH:9][C:8]([O:7][CH:19]([O:25][CH2:26][CH3:27])[C:20]([O:22][CH2:23][CH3:24])=[O:21])=[CH:17][CH:16]=2)[CH:11]=[CH:12][CH:13]=1. Given the reactants CC(C)([O-])C.[K+].[OH:7][C:8]1[CH:9]=[C:10]2[C:15](=[CH:16][CH:17]=1)[N:14]=[CH:13][CH:12]=[CH:11]2.Cl[CH:19]([O:25][CH2:26][CH3:27])[C:20]([O:22][CH2:23][CH3:24])=[O:21].O, predict the reaction product. (8) Given the reactants BrC1C=CC2OC3C(=O)NC(C4CCN(C(OC(C)(C)C)=O)CC4)=NC=3C=2C=1.[C:29]([C:32]1[O:33][C:34]2[CH:56]=[CH:55][C:54]([O:57][CH3:58])=[CH:53][C:35]=2[C:36]=1[NH:37][C:38]([C@@H:40]1[CH2:44][C@H:43]([F:45])[CH2:42][N:41]1[C:46]([O:48][C:49]([CH3:52])([CH3:51])[CH3:50])=[O:47])=O)(=[O:31])[NH2:30].BrC1C=CC2OC(C(=O)N)=C(NC(C3CCN(C(OC(C)(C)C)=O)CC3)=O)C=2C=1, predict the reaction product. The product is: [F:45][C@@H:43]1[CH2:42][N:41]([C:46]([O:48][C:49]([CH3:52])([CH3:51])[CH3:50])=[O:47])[C@H:40]([C:38]2[NH:30][C:29](=[O:31])[C:32]3[O:33][C:34]4[CH:56]=[CH:55][C:54]([O:57][CH3:58])=[CH:53][C:35]=4[C:36]=3[N:37]=2)[CH2:44]1. (9) Given the reactants [CH3:1][N:2]([CH3:18])[C:3]1[N:8]=[C:7]([NH:9][C@@H:10]2[CH2:15][CH2:14][C@H:13]([NH2:16])[CH2:12][CH2:11]2)[CH:6]=[C:5]([CH3:17])[N:4]=1.[CH2:19]([O:21][C:22]1[CH:23]=[C:24]([CH:28]=[CH:29][C:30]=1[O:31][CH2:32][CH3:33])[C:25](O)=[O:26])[CH3:20].N1C=CC=CC=1.CN(C(ON1N=NC2C=CC=NC1=2)=[N+](C)C)C.F[P-](F)(F)(F)(F)F.[C:64]([OH:70])([C:66]([F:69])([F:68])[F:67])=[O:65], predict the reaction product. The product is: [F:67][C:66]([F:69])([F:68])[C:64]([OH:70])=[O:65].[CH3:1][N:2]([CH3:18])[C:3]1[N:8]=[C:7]([NH:9][C@@H:10]2[CH2:15][CH2:14][C@H:13]([NH:16][C:25](=[O:26])[C:24]3[CH:28]=[CH:29][C:30]([O:31][CH2:32][CH3:33])=[C:22]([O:21][CH2:19][CH3:20])[CH:23]=3)[CH2:12][CH2:11]2)[CH:6]=[C:5]([CH3:17])[N:4]=1. (10) Given the reactants [F:1][C:2]1[CH:3]=[C:4]([C:8]2[C:13]3[C:14](=[O:30])[N:15]4[CH2:22][CH2:21][N:20](C(OC(C)(C)C)=O)[CH2:19][CH:16]4[CH2:17][O:18][C:12]=3[CH:11]=[CH:10][CH:9]=2)[CH:5]=[CH:6][CH:7]=1.C(OCC)(=O)C.[ClH:37], predict the reaction product. The product is: [ClH:37].[F:1][C:2]1[CH:3]=[C:4]([C:8]2[C:13]3[C:14](=[O:30])[N:15]4[CH2:22][CH2:21][NH:20][CH2:19][CH:16]4[CH2:17][O:18][C:12]=3[CH:11]=[CH:10][CH:9]=2)[CH:5]=[CH:6][CH:7]=1.